From a dataset of Forward reaction prediction with 1.9M reactions from USPTO patents (1976-2016). Predict the product of the given reaction. (1) Given the reactants Cl[CH2:2][CH2:3][C:4]([C:6]1[CH:11]=[CH:10][C:9]([F:12])=[CH:8][CH:7]=1)=[O:5].CCN(C(C)C)C(C)C.[Br:22][C:23]1[CH:28]=[CH:27][C:26]([C@@H:29]([NH2:31])[CH3:30])=[CH:25][CH:24]=1.C([O-])([O-])=O.[K+].[K+].[C:38](O[C:38]([O:40][C:41]([CH3:44])([CH3:43])[CH3:42])=[O:39])([O:40][C:41]([CH3:44])([CH3:43])[CH3:42])=[O:39], predict the reaction product. The product is: [Br:22][C:23]1[CH:28]=[CH:27][C:26]([C@@H:29]([N:31]([CH2:2][CH2:3][C:4]([C:6]2[CH:11]=[CH:10][C:9]([F:12])=[CH:8][CH:7]=2)=[O:5])[C:38](=[O:39])[O:40][C:41]([CH3:44])([CH3:43])[CH3:42])[CH3:30])=[CH:25][CH:24]=1. (2) Given the reactants [CH3:1][NH:2][CH2:3][CH2:4][CH2:5][CH2:6][CH2:7][CH2:8][CH2:9][CH2:10][CH2:11][N:12]1[CH2:17][CH2:16][CH:15]([O:18][C:19](=[O:33])[NH:20][C:21]2[CH:26]=[CH:25][CH:24]=[CH:23][C:22]=2[C:27]2[CH:32]=[CH:31][CH:30]=[CH:29][CH:28]=2)[CH2:14][CH2:13]1.C1(N)C(F)=C(F)C(F)=C(N)C=1F.Cl.Cl.[Cl:48][C:49]1[CH:50]=[CH:51][C:52]([OH:58])=[C:53]([CH:57]=1)[C:54]([OH:56])=O, predict the reaction product. The product is: [Cl:48][C:49]1[CH:50]=[CH:51][C:52]([OH:58])=[C:53]([CH:57]=1)[C:54]([N:2]([CH3:1])[CH2:3][CH2:4][CH2:5][CH2:6][CH2:7][CH2:8][CH2:9][CH2:10][CH2:11][N:12]1[CH2:13][CH2:14][CH:15]([O:18][C:19](=[O:33])[NH:20][C:21]2[CH:26]=[CH:25][CH:24]=[CH:23][C:22]=2[C:27]2[CH:28]=[CH:29][CH:30]=[CH:31][CH:32]=2)[CH2:16][CH2:17]1)=[O:56].